From a dataset of Reaction yield outcomes from USPTO patents with 853,638 reactions. Predict the reaction yield, written as a fraction of the theoretical maximum amount of product (1.0 means a 100% yield; for example, 0.34 means a 34% yield). The reactants are [O:1]1[CH2:6][CH2:5][CH:4]([C:7]([C:9]2[S:13][C:12]([NH2:14])=[N:11][C:10]=2[C:15]2[CH:19]=[CH:18][O:17][CH:16]=2)=[O:8])[CH2:3][CH2:2]1.[Cl:20][C:21]1[N:22]=[CH:23][CH:24]=[C:25]([CH:29]=1)[C:26](Cl)=[O:27]. The catalyst is N1C=CC=CC=1.CN(C1C=CN=CC=1)C. The product is [Cl:20][C:21]1[CH:29]=[C:25]([C:26]([NH:14][C:12]2[S:13][C:9]([C:7]([CH:4]3[CH2:5][CH2:6][O:1][CH2:2][CH2:3]3)=[O:8])=[C:10]([C:15]3[CH:19]=[CH:18][O:17][CH:16]=3)[N:11]=2)=[O:27])[CH:24]=[CH:23][N:22]=1. The yield is 0.360.